From a dataset of Forward reaction prediction with 1.9M reactions from USPTO patents (1976-2016). Predict the product of the given reaction. (1) Given the reactants [Cl:1][C:2]1[CH:14]=[CH:13][C:5]2[NH:6][C:7]([C:9](Cl)(Cl)Cl)=[N:8][C:4]=2[CH:3]=1.[CH:15]([NH:18][CH:19]([CH3:21])[CH3:20])([CH3:17])[CH3:16].C([O-])(O)=[O:23].[Na+], predict the reaction product. The product is: [CH:15]([N:18]([CH:19]([CH3:21])[CH3:20])[C:9]([C:7]1[NH:6][C:5]2[CH:13]=[CH:14][C:2]([Cl:1])=[CH:3][C:4]=2[N:8]=1)=[O:23])([CH3:17])[CH3:16]. (2) Given the reactants C([SiH](CC)CC)C.[N+:8]([C:11]1[CH:19]=[CH:18][CH:17]=[C:16]2[C:12]=1[C:13]([C:20](=O)[C:21]([O:23][CH2:24][CH3:25])=[O:22])=[CH:14][NH:15]2)([O-:10])=[O:9], predict the reaction product. The product is: [N+:8]([C:11]1[CH:19]=[CH:18][CH:17]=[C:16]2[C:12]=1[CH:13]([CH2:20][C:21]([O:23][CH2:24][CH3:25])=[O:22])[CH2:14][NH:15]2)([O-:10])=[O:9]. (3) The product is: [F:1][C:2]1[CH:3]=[C:4]([C:8]2[C:13]([CH3:14])=[CH:12][CH:11]=[CH:10][N+:9]=2[O-:23])[CH:5]=[CH:6][CH:7]=1. Given the reactants [F:1][C:2]1[CH:3]=[C:4]([C:8]2[C:13]([CH3:14])=[CH:12][CH:11]=[CH:10][N:9]=2)[CH:5]=[CH:6][CH:7]=1.ClC1C=CC=C(C(OO)=[O:23])C=1, predict the reaction product. (4) Given the reactants [F:1][C:2]1([F:52])[C:6]2[N:7]([CH2:14][C:15]([NH:17][C@H:18]([C:28]3[C:33](C4C=CC5N(C(=O)NN=5)C=4C)=[CH:32][CH:31]=[C:30]([C:45]#[C:46][C:47]([OH:50])([CH3:49])[CH3:48])[N:29]=3)[CH2:19][C:20]3[CH:25]=[C:24]([F:26])[CH:23]=[C:22]([F:27])[CH:21]=3)=[O:16])[N:8]=[C:9]([C:10]([F:13])([F:12])[F:11])[C:5]=2[C@H:4]2[CH2:51][C@@H:3]12.BrC1C([C@@H](NC(=O)OC(C)(C)C)CC2C=C(F)C=C(F)C=2)=NC(C#CC(O)(C)C)=CC=1.[O:84]1[CH2:87][CH:86]([NH:88][C:89]([C:91]2[C:92]3[N:93]([CH:100]=[CH:101][N:102]=3)[CH:94]=[C:95](B(O)O)[CH:96]=2)=[O:90])[CH2:85]1, predict the reaction product. The product is: [F:52][C:2]1([F:1])[C:6]2[N:7]([CH2:14][C:15]([NH:17][C@H:18]([C:28]3[C:33]([C:95]4[CH:96]=[C:91]([C:89]([NH:88][CH:86]5[CH2:87][O:84][CH2:85]5)=[O:90])[C:92]5[N:93]([CH:100]=[CH:101][N:102]=5)[CH:94]=4)=[CH:32][CH:31]=[C:30]([C:45]#[C:46][C:47]([OH:50])([CH3:49])[CH3:48])[N:29]=3)[CH2:19][C:20]3[CH:21]=[C:22]([F:27])[CH:23]=[C:24]([F:26])[CH:25]=3)=[O:16])[N:8]=[C:9]([C:10]([F:11])([F:12])[F:13])[C:5]=2[C@H:4]2[CH2:51][C@@H:3]12. (5) The product is: [O:20]=[C:19]1[O:18][CH2:17][C:15]([NH:13][C:11](=[O:12])[NH:10][C:7]2[CH:6]=[CH:5][C:4]([C:1]([OH:3])=[O:2])=[CH:9][CH:8]=2)=[CH:14]1. Given the reactants [C:1]([C:4]1[CH:9]=[CH:8][C:7]([NH:10][C:11]([NH2:13])=[O:12])=[CH:6][CH:5]=1)([OH:3])=[O:2].[CH2:14]1[C:19](=[O:20])[O:18][CH2:17][C:15]1=O.[N+](C)([O-])=O.C(OC(=O)C)C, predict the reaction product. (6) Given the reactants [CH2:1]([O:5][C:6]1[CH:11]=[CH:10][CH:9]=[C:8]([Cl:12])[C:7]=1[C:13]#[N:14])[C@@H:2]1[O:4][CH2:3]1.[CH3:15][C:16]([NH2:32])([CH3:31])[CH2:17][CH2:18][CH2:19][C:20]1[CH:25]=[CH:24][CH:23]=[C:22]([C:26]([O:28][CH2:29][CH3:30])=[O:27])[CH:21]=1, predict the reaction product. The product is: [ClH:12].[OH:4][C@@H:2]([CH2:1][O:5][C:6]1[CH:11]=[CH:10][CH:9]=[C:8]([Cl:12])[C:7]=1[C:13]#[N:14])[CH2:3][NH:32][C:16]([CH3:15])([CH3:31])[CH2:17][CH2:18][CH2:19][C:20]1[CH:25]=[CH:24][CH:23]=[C:22]([C:26]([O:28][CH2:29][CH3:30])=[O:27])[CH:21]=1. (7) The product is: [CH2:1]([NH:8][C:9](=[O:12])[CH:10]([Br:11])[CH2:14][CH3:15])[C:2]1[CH:7]=[CH:6][CH:5]=[CH:4][CH:3]=1. Given the reactants [CH2:1]([NH:8][C:9](=[O:12])[CH2:10][Br:11])[C:2]1[CH:7]=[CH:6][CH:5]=[CH:4][CH:3]=1.Br[CH:14](CC)[C:15](O)=O.C(N)C1C=CC=CC=1.CCCCCC.CCOC(C)=O, predict the reaction product.